Dataset: Catalyst prediction with 721,799 reactions and 888 catalyst types from USPTO. Task: Predict which catalyst facilitates the given reaction. (1) Reactant: [O:1]1[CH2:3][C@H:2]1[CH2:4][O:5][C:6]1[CH:14]=[CH:13][CH:12]=[C:11]2[C:7]=1[CH:8]=[CH:9][NH:10]2.Cl.[NH2:16][C@@H:17]([CH2:20][C:21]1[CH:26]=[CH:25][C:24]([OH:27])=[CH:23][CH:22]=1)[CH2:18][OH:19].C(N(CC)C(C)C)(C)C. Product: [NH:10]1[C:11]2[C:7](=[C:6]([O:5][CH2:4][C@@H:2]([OH:1])[CH2:3][NH:16][C@@H:17]([CH2:20][C:21]3[CH:22]=[CH:23][C:24]([OH:27])=[CH:25][CH:26]=3)[CH2:18][OH:19])[CH:14]=[CH:13][CH:12]=2)[CH:8]=[CH:9]1. The catalyst class is: 5. (2) Reactant: [C:1]([O:5][C:6]([NH:8][CH:9]1[CH2:12][N:11]([C:13]([O:15][CH2:16][C:17]2[CH:22]=[CH:21][CH:20]=[CH:19][CH:18]=2)=[O:14])[CH2:10]1)=[O:7])([CH3:4])([CH3:3])[CH3:2].[H-].[Na+].[CH2:25](I)[CH2:26][CH3:27].CN(C=O)C. Product: [C:1]([O:5][C:6]([N:8]([CH2:25][CH2:26][CH3:27])[CH:9]1[CH2:10][N:11]([C:13]([O:15][CH2:16][C:17]2[CH:22]=[CH:21][CH:20]=[CH:19][CH:18]=2)=[O:14])[CH2:12]1)=[O:7])([CH3:4])([CH3:2])[CH3:3]. The catalyst class is: 20. (3) Reactant: [F:1][C:2]1[CH:7]=[CH:6][C:5]([F:8])=[CH:4][C:3]=1[C@H:9]1[CH2:13][CH2:12][CH2:11][N:10]1[C:14]1[CH:19]=[CH:18][N:17]2[N:20]=[CH:21][CH:22]=[C:16]2[N:15]=1.C1C(=O)N([I:30])C(=O)C1.O. Product: [F:1][C:2]1[CH:7]=[CH:6][C:5]([F:8])=[CH:4][C:3]=1[C@H:9]1[CH2:13][CH2:12][CH2:11][N:10]1[C:14]1[CH:19]=[CH:18][N:17]2[N:20]=[CH:21][C:22]([I:30])=[C:16]2[N:15]=1. The catalyst class is: 3. (4) Product: [CH2:1]([N:5]1[C:10]2[CH:11]=[C:12]([C:20]([OH:22])=[O:21])[CH:13]=[C:14]([C:15]3[O:16][CH:17]=[CH:18][N:19]=3)[C:9]=2[O:8][CH2:7][CH2:6]1)[CH2:2][CH2:3][CH3:4]. Reactant: [CH2:1]([N:5]1[C:10]2[CH:11]=[C:12]([C:20]([O:22]C)=[O:21])[CH:13]=[C:14]([C:15]3[O:16][CH:17]=[CH:18][N:19]=3)[C:9]=2[O:8][CH2:7][CH2:6]1)[CH2:2][CH2:3][CH3:4].[OH-].[K+]. The catalyst class is: 24.